From a dataset of Full USPTO retrosynthesis dataset with 1.9M reactions from patents (1976-2016). Predict the reactants needed to synthesize the given product. (1) Given the product [CH3:1][O:2][C:3]1[CH:8]=[CH:7][C:6]([C@@H:9]2[C@H:13]([C:14]([O:16][CH2:17][CH3:18])=[O:15])[C@@H:12]([C:19]3[CH:27]=[CH:26][C:22]4[O:23][CH2:24][O:25][C:21]=4[CH:20]=3)[CH2:11][N:10]2[CH2:28][C:29]([N:31]([CH2:37][CH2:38][CH2:39][CH3:40])[CH2:32][CH2:33][CH2:34][CH2:35][Br:54])=[O:30])=[CH:5][CH:4]=1, predict the reactants needed to synthesize it. The reactants are: [CH3:1][O:2][C:3]1[CH:8]=[CH:7][C:6]([C@@H:9]2[C@H:13]([C:14]([O:16][CH2:17][CH3:18])=[O:15])[C@@H:12]([C:19]3[CH:27]=[CH:26][C:22]4[O:23][CH2:24][O:25][C:21]=4[CH:20]=3)[CH2:11][N:10]2[CH2:28][C:29]([N:31]([CH2:37][CH2:38][CH2:39][CH3:40])[CH2:32][CH2:33][CH2:34][CH2:35]O)=[O:30])=[CH:5][CH:4]=1.C(N(CC)CC)C.CS(Cl)(=O)=O.[Li+].[Br-:54]. (2) The reactants are: [CH:1](NC(C)C)(C)[CH3:2].C([Li])CCC.C([N-]C(C)C)(C)C.[Li+].[CH:21]1([C:26]([O:28][CH2:29][CH3:30])=[O:27])[CH2:25][CH:24]=[CH:23][CH2:22]1.ICC. Given the product [CH2:1]([C:21]1([C:26]([O:28][CH2:29][CH3:30])=[O:27])[CH2:25][CH:24]=[CH:23][CH2:22]1)[CH3:2], predict the reactants needed to synthesize it. (3) Given the product [NH2:1][C:2]1[N:6]([C:7]2[CH:8]=[CH:9][CH:10]=[CH:11][CH:12]=2)[N:5]=[C:4]([C:13]([NH:19][CH3:18])=[O:15])[C:3]=1[CH3:16], predict the reactants needed to synthesize it. The reactants are: [NH2:1][C:2]1[N:6]([C:7]2[CH:12]=[CH:11][CH:10]=[CH:9][CH:8]=2)[N:5]=[C:4]([C:13]([OH:15])=O)[C:3]=1[CH3:16].C[CH2:18][N:19](C(C)C)C(C)C.Cl.CN.CN(C(ON1N=NC2C=CC=NC1=2)=[N+](C)C)C.F[P-](F)(F)(F)(F)F. (4) Given the product [CH2:31]([O:30][C:17]1[CH:16]=[C:15]([S:14][C:10]2[C:11]([CH3:13])=[CH:12][C:7]([O:6][CH2:5][C:4]([OH:36])=[O:3])=[C:8]([CH3:35])[CH:9]=2)[CH:20]=[C:19]([C:21]#[C:22][CH2:23][N:24]2[CH2:29][CH2:28][O:27][CH2:26][CH2:25]2)[CH:18]=1)[CH:32]([CH3:34])[CH3:33], predict the reactants needed to synthesize it. The reactants are: C([O:3][C:4](=[O:36])[CH2:5][O:6][C:7]1[CH:12]=[C:11]([CH3:13])[C:10]([S:14][C:15]2[CH:20]=[C:19]([C:21]#[C:22][CH2:23][N:24]3[CH2:29][CH2:28][O:27][CH2:26][CH2:25]3)[CH:18]=[C:17]([O:30][CH2:31][CH:32]([CH3:34])[CH3:33])[CH:16]=2)=[CH:9][C:8]=1[CH3:35])C.[OH-].[Na+].Cl. (5) Given the product [CH3:16][C@H:14]1[CH2:15][N:10]2[N:9]=[CH:8][C:7]([N:5]3[CH2:6][CH:2]([NH:1][CH3:26])[CH2:3][C:4]3=[O:24])=[C:11]2[CH2:12][N:13]1[C:17]([O:19][C:20]([CH3:23])([CH3:22])[CH3:21])=[O:18], predict the reactants needed to synthesize it. The reactants are: [NH2:1][CH:2]1[CH2:6][N:5]([C:7]2[CH:8]=[N:9][N:10]3[CH2:15][C@H:14]([CH3:16])[N:13]([C:17]([O:19][C:20]([CH3:23])([CH3:22])[CH3:21])=[O:18])[CH2:12][C:11]=23)[C:4](=[O:24])[CH2:3]1.F[C:26](F)(F)S(OC)(=O)=O. (6) Given the product [CH:7]1[CH:8]=[N+:3]([O-:1])[CH:4]=[C:5]([CH2:9][C:10]#[N:11])[CH:6]=1, predict the reactants needed to synthesize it. The reactants are: [OH:1]O.[N:3]1[CH:8]=[CH:7][CH:6]=[C:5]([CH2:9][C:10]#[N:11])[CH:4]=1.O.